This data is from Full USPTO retrosynthesis dataset with 1.9M reactions from patents (1976-2016). The task is: Predict the reactants needed to synthesize the given product. Given the product [CH3:1][C:2]1[C:3]([NH2:9])=[N:4][CH:5]=[C:6]([CH3:8])[CH:7]=1, predict the reactants needed to synthesize it. The reactants are: [CH3:1][C:2]1[C:3]([NH:9]C(C)(CC(C)(C)C)C)=[N:4][CH:5]=[C:6]([CH3:8])[CH:7]=1.FC(F)(F)C(O)=O.